This data is from Forward reaction prediction with 1.9M reactions from USPTO patents (1976-2016). The task is: Predict the product of the given reaction. (1) Given the reactants [CH3:1][O:2][C:3]1[C:12]([NH:13][C:14](=[O:22])OC2C=CC=CC=2)=[N:11][C:10]2[C:5](=[CH:6][CH:7]=[CH:8][CH:9]=2)[N:4]=1.[CH3:23][O:24][C:25]1[CH:30]=[CH:29][CH:28]=[CH:27][C:26]=1[N:31]1[CH2:36][CH2:35][NH:34][CH2:33][CH2:32]1, predict the reaction product. The product is: [CH3:1][O:2][C:3]1[C:12]([NH:13][C:14]([N:34]2[CH2:33][CH2:32][N:31]([C:26]3[CH:27]=[CH:28][CH:29]=[CH:30][C:25]=3[O:24][CH3:23])[CH2:36][CH2:35]2)=[O:22])=[N:11][C:10]2[C:5](=[CH:6][CH:7]=[CH:8][CH:9]=2)[N:4]=1. (2) Given the reactants O[C:2]1[CH:7]=[C:6](OCOC)[CH:5]=[CH:4][C:3]=1[C:12](=[O:14])[CH3:13].CO[C:17]1N=[CH:21][C:20]([CH:23]=O)=[CH:19][CH:18]=1.[OH-].[K+].O.[CH3:28]CO, predict the reaction product. The product is: [C:20]1([CH:23]=[CH:13][C:12]([C:3]2[CH:4]=[CH:5][CH:6]=[CH:7][CH:2]=2)=[O:14])[CH:21]=[CH:28][CH:17]=[CH:18][CH:19]=1. (3) The product is: [Cl:37][C:31]1[CH:32]=[CH:33][CH:34]=[C:35]([F:36])[C:30]=1[CH2:29][S:16][C:14]1[N:15]2[C:8]([C:4]3[CH:5]=[CH:6][CH:7]=[C:2]([Cl:1])[CH:3]=3)=[C:9]([CH2:17][C:18]3[CH:23]=[CH:22][C:21]([O:24][CH3:25])=[C:20]([O:26][CH3:27])[CH:19]=3)[S:10][C:11]2=[N:12][N:13]=1. Given the reactants [Cl:1][C:2]1[CH:3]=[C:4]([C:8]2[N:15]3[C:11](=[N:12][N:13]=[C:14]3[SH:16])[S:10][C:9]=2[CH2:17][C:18]2[CH:23]=[CH:22][C:21]([O:24][CH3:25])=[C:20]([O:26][CH3:27])[CH:19]=2)[CH:5]=[CH:6][CH:7]=1.Br[CH2:29][C:30]1[C:35]([F:36])=[CH:34][CH:33]=[CH:32][C:31]=1[Cl:37].C([O-])([O-])=O.[K+].[K+].O, predict the reaction product. (4) Given the reactants [CH:1]1[C:10]2[C:5](=[CH:6][CH:7]=[CH:8][CH:9]=2)[CH:4]=[CH:3][C:2]=1[CH:11]=[N:12][S:13]([C:16]1[CH:26]=[CH:25][C:19]2[O:20][CH2:21][CH2:22][CH2:23][O:24][C:18]=2[CH:17]=1)(=[O:15])=[O:14].Br[Mg][C:29]1[CH:34]=[CH:33][CH:32]=[CH:31][CH:30]=1, predict the reaction product. The product is: [CH:1]1[C:10]2[C:5](=[CH:6][CH:7]=[CH:8][CH:9]=2)[CH:4]=[CH:3][C:2]=1[CH:11]([C:29]1[CH:34]=[CH:33][CH:32]=[CH:31][CH:30]=1)[NH:12][S:13]([C:16]1[CH:26]=[CH:25][C:19]2[O:20][CH2:21][CH2:22][CH2:23][O:24][C:18]=2[CH:17]=1)(=[O:15])=[O:14].